This data is from Forward reaction prediction with 1.9M reactions from USPTO patents (1976-2016). The task is: Predict the product of the given reaction. (1) Given the reactants [Cl:1][C:2]1[C:7](I)=[C:6]([CH3:9])[N:5]=[C:4]([NH2:10])[N:3]=1.[CH3:11][Si:12]([C:15]#[CH:16])([CH3:14])[CH3:13].C1(P(C2C=CC=CC=2)C2C=CC=CC=2)C=CC=CC=1.C(N(CC)CC)C, predict the reaction product. The product is: [Cl:1][C:2]1[C:7]([C:16]#[C:15][Si:12]([CH3:14])([CH3:13])[CH3:11])=[C:6]([CH3:9])[N:5]=[C:4]([NH2:10])[N:3]=1. (2) Given the reactants Cl.[N+:2]([C:5]1[CH:10]=[CH:9][C:8]([CH2:11][NH2:12])=[CH:7][CH:6]=1)([O-:4])=[O:3].[CH3:13][C:14]([O:17][C:18](O[C:18]([O:17][C:14]([CH3:16])([CH3:15])[CH3:13])=[O:19])=[O:19])([CH3:16])[CH3:15], predict the reaction product. The product is: [N+:2]([C:5]1[CH:6]=[CH:7][C:8]([CH2:11][NH:12][C:18](=[O:19])[O:17][C:14]([CH3:16])([CH3:15])[CH3:13])=[CH:9][CH:10]=1)([O-:4])=[O:3]. (3) Given the reactants C([Sn]([N:14]=[N+:15]=[N-:16])(CCCC)CCCC)CCC.[C:17]([C:19]1[C:20](=[O:48])[N:21]([CH2:25][C@H:26]2[C@H:32]([C:33]3[CH:38]=[CH:37][C:36]([Cl:39])=[C:35]([Cl:40])[CH:34]=3)[O:31][CH2:30][CH2:29][N:28]([C:41]([O:43][C:44]([CH3:47])([CH3:46])[CH3:45])=[O:42])[CH2:27]2)[CH:22]=[CH:23][CH:24]=1)#[N:18], predict the reaction product. The product is: [Cl:40][C:35]1[CH:34]=[C:33]([C@@H:32]2[O:31][CH2:30][CH2:29][N:28]([C:41]([O:43][C:44]([CH3:45])([CH3:47])[CH3:46])=[O:42])[CH2:27][C@H:26]2[CH2:25][N:21]2[CH:22]=[CH:23][CH:24]=[C:19]([C:17]3[NH:16][N:15]=[N:14][N:18]=3)[C:20]2=[O:48])[CH:38]=[CH:37][C:36]=1[Cl:39]. (4) Given the reactants [O:1]1[CH2:5][CH2:4][CH:3]([CH:6]2[C:15]3[C:10](=[CH:11][CH:12]=[CH:13][CH:14]=3)[N:9]([CH2:16][CH2:17][NH2:18])[CH2:8][CH2:7]2)[CH2:2]1.C=O.[C:21](O)(C(F)(F)F)=O, predict the reaction product. The product is: [O:1]1[CH2:5][CH2:4][CH:3]([CH:6]2[C:15]3[C:10]4=[C:11]([CH2:21][NH:18][CH2:17][CH2:16][N:9]4[CH2:8][CH2:7]2)[CH:12]=[CH:13][CH:14]=3)[CH2:2]1.